Dataset: Forward reaction prediction with 1.9M reactions from USPTO patents (1976-2016). Task: Predict the product of the given reaction. (1) The product is: [C:1]([O:5][C:6]([NH:8][C@@H:9]1[C@H:14]([NH:15][C:16]2[N:21]=[C:20]([C:39]3[S:38][N:37]=[C:36]([CH3:35])[CH:40]=3)[C:19]3[C:23](=[O:33])[N:24]([C:26]([O:28][C:29]([CH3:32])([CH3:31])[CH3:30])=[O:27])[CH2:25][C:18]=3[C:17]=2[F:34])[CH2:13][CH2:12][O:11][CH2:10]1)=[O:7])([CH3:4])([CH3:3])[CH3:2]. Given the reactants [C:1]([O:5][C:6]([NH:8][C@@H:9]1[C@H:14]([NH:15][C:16]2[N:21]=[C:20](Cl)[C:19]3[C:23](=[O:33])[N:24]([C:26]([O:28][C:29]([CH3:32])([CH3:31])[CH3:30])=[O:27])[CH2:25][C:18]=3[C:17]=2[F:34])[CH2:13][CH2:12][O:11][CH2:10]1)=[O:7])([CH3:4])([CH3:3])[CH3:2].[CH3:35][C:36]1[CH:40]=[C:39]([Sn](CCCC)(CCCC)CCCC)[S:38][N:37]=1.O, predict the reaction product. (2) Given the reactants [F:1][C:2]1[CH:7]=[C:6]([F:8])[CH:5]=[CH:4][C:3]=1[C:9]1[CH:14]=[CH:13][C:12]([S:15]([NH:18][C:19]2[CH:24]=[CH:23][CH:22]=[C:21]([CH:25]3[CH2:27][O:26]3)[CH:20]=2)(=[O:17])=[O:16])=[CH:11][CH:10]=1.[NH:28]1[CH2:33][CH2:32][O:31][CH2:30][CH2:29]1, predict the reaction product. The product is: [F:1][C:2]1[CH:7]=[C:6]([F:8])[CH:5]=[CH:4][C:3]=1[C:9]1[CH:14]=[CH:13][C:12]([S:15]([NH:18][C:19]2[CH:24]=[CH:23][CH:22]=[C:21]([CH:25]([N:28]3[CH2:33][CH2:32][O:31][CH2:30][CH2:29]3)[CH2:27][OH:26])[CH:20]=2)(=[O:17])=[O:16])=[CH:11][CH:10]=1. (3) Given the reactants [CH3:1][C:2]([CH3:15])([CH2:6][O:7][Si:8]([CH3:14])([CH3:13])[C:9]([CH3:12])([CH3:11])[CH3:10])[CH2:3][CH2:4][OH:5].[C:16](Cl)(=[O:23])[C:17]1[CH:22]=[CH:21][CH:20]=[CH:19][CH:18]=1.C(N(CC)CC)C, predict the reaction product. The product is: [C:16]([O:5][CH2:4][CH2:3][C:2]([CH3:15])([CH3:1])[CH2:6][O:7][Si:8]([CH3:14])([CH3:13])[C:9]([CH3:10])([CH3:12])[CH3:11])(=[O:23])[C:17]1[CH:22]=[CH:21][CH:20]=[CH:19][CH:18]=1. (4) Given the reactants ClC1C=CC2N(C(CNC3N=C([O:26][C@@H:27]4C[CH2:30][N:29](C)[CH2:28]4)C=CN=3)=C(C3C=CC(F)=CC=3)N=2)C=1.Cl[C:34]1[N:39]=[C:38]([NH:40][CH2:41][C:42]2[N:46]3[CH:47]=[CH:48][CH:49]=[CH:50][C:45]3=[N:44][C:43]=2[C:51]2[CH:56]=[CH:55][C:54]([Cl:57])=[CH:53][CH:52]=2)[CH:37]=[CH:36][N:35]=1.CNCCO, predict the reaction product. The product is: [Cl:57][C:54]1[CH:55]=[CH:56][C:51]([C:43]2[N:44]=[C:45]3[CH:50]=[CH:49][CH:48]=[CH:47][N:46]3[C:42]=2[CH2:41][NH:40][C:38]2[CH:37]=[CH:36][N:35]=[C:34]([O:26][CH2:27][CH2:28][NH:29][CH3:30])[N:39]=2)=[CH:52][CH:53]=1. (5) Given the reactants [CH2:1]([C:4]#[N:5])[C:2]#[N:3].[H-].[Na+].[CH3:8][O:9][C:10](=[O:15])[C:11](Br)([CH3:13])[CH3:12].C(=O)([O-])O.[Na+], predict the reaction product. The product is: [CH3:8][O:9][C:10](=[O:15])[C:11]([CH3:13])([CH3:12])[CH:1]([C:4]#[N:5])[C:2]#[N:3].